Dataset: Catalyst prediction with 721,799 reactions and 888 catalyst types from USPTO. Task: Predict which catalyst facilitates the given reaction. (1) Reactant: [CH3:1][C:2]1[CH:3]=[C:4]2[C:13](=[O:14])[O:12][C:11]([C:19]3[N:23](COCC[Si](C)(C)C)[C:22]4[CH:32]=[CH:33][C:34]([C:36]#[N:37])=[CH:35][C:21]=4[N:20]=3)([C:15]([F:18])([F:17])[F:16])[C:5]2=[C:6]2[C:10]=1[NH:9][CH:8]=[CH:7]2.CC1C=C2C(=O)OC(C3N(COCC[Si](C)(C)C)C4C=C(C#N)C=CC=4N=3)(C(F)(F)F)C2=C2C=1NC=C2.CCCC[N+](CCCC)(CCCC)CCCC.[F-]. Product: [CH3:1][C:2]1[CH:3]=[C:4]2[C:13](=[O:14])[O:12][C:11]([C:19]3[NH:23][C:22]4[CH:32]=[CH:33][C:34]([C:36]#[N:37])=[CH:35][C:21]=4[N:20]=3)([C:15]([F:18])([F:17])[F:16])[C:5]2=[C:6]2[C:10]=1[NH:9][CH:8]=[CH:7]2. The catalyst class is: 220. (2) Reactant: [F:1][C:2]1[CH:26]=[CH:25][C:5]([CH2:6][C:7]2[S:11][C:10]([C:12]3[C:13]([O:23]C)=[C:14]4[C:19](=[O:20])[N:18]([CH3:21])[CH2:17][CH2:16][N:15]4[CH:22]=3)=[N:9][N:8]=2)=[CH:4][CH:3]=1.B(Br)(Br)Br. Product: [F:1][C:2]1[CH:3]=[CH:4][C:5]([CH2:6][C:7]2[S:11][C:10]([C:12]3[C:13]([OH:23])=[C:14]4[C:19](=[O:20])[N:18]([CH3:21])[CH2:17][CH2:16][N:15]4[CH:22]=3)=[N:9][N:8]=2)=[CH:25][CH:26]=1. The catalyst class is: 4. (3) Reactant: [CH:1]1([C:4](=O)[CH2:5][C:6]#[N:7])[CH2:3][CH2:2]1.[C:9]([NH:13][NH2:14])([CH3:12])([CH3:11])[CH3:10]. Product: [C:9]([N:13]1[C:6]([NH2:7])=[CH:5][C:4]([CH:1]2[CH2:3][CH2:2]2)=[N:14]1)([CH3:12])([CH3:11])[CH3:10]. The catalyst class is: 8.